The task is: Predict the reactants needed to synthesize the given product.. This data is from Full USPTO retrosynthesis dataset with 1.9M reactions from patents (1976-2016). (1) Given the product [CH3:13][S:12][C:6]1[CH:5]=[C:4]2[C:9]([N:10]=[CH:11][C:2]([O:29][CH2:28][CH2:27][N:24]3[CH2:23][CH2:22][CH:21]([NH:20][C:19]([C:39]4[CH:40]=[CH:41][C:35]5[S:34][CH2:33][C:32](=[O:31])[NH:37][C:36]=5[CH:38]=4)=[O:30])[CH2:26][CH2:25]3)=[N:3]2)=[CH:8][CH:7]=1, predict the reactants needed to synthesize it. The reactants are: Cl[C:2]1[CH:11]=[N:10][C:9]2[C:4](=[CH:5][C:6]([S:12][CH3:13])=[CH:7][CH:8]=2)[N:3]=1.C(O[C:19](=[O:30])[NH:20][CH:21]1[CH2:26][CH2:25][N:24]([CH2:27][CH2:28][OH:29])[CH2:23][CH2:22]1)(C)(C)C.[O:31]=[C:32]1[NH:37][C:36]2[CH:38]=[C:39](C(O)=O)[CH:40]=[CH:41][C:35]=2[S:34][CH2:33]1. (2) The reactants are: Cl[C:2]1[CH:7]=[CH:6][C:5]([C:8]2([C:11]([O:13][CH3:14])=[O:12])[CH2:10][CH2:9]2)=[CH:4][CH:3]=1.[CH3:15][N:16]1CCCC1=O. Given the product [CH3:14][O:13][C:11]([C:8]1([C:5]2[CH:6]=[CH:7][C:2]([C:15]#[N:16])=[CH:3][CH:4]=2)[CH2:10][CH2:9]1)=[O:12], predict the reactants needed to synthesize it. (3) Given the product [Cl:10][C:4]1[C:5](=[O:9])[N:6]([CH3:8])[N:7]=[C:2]([CH3:12])[C:3]=1[Cl:11], predict the reactants needed to synthesize it. The reactants are: Br[C:2]1[C:3]([Cl:11])=[C:4]([Cl:10])[C:5](=[O:9])[N:6]([CH3:8])[N:7]=1.[C:12](=O)([O-])[O-].[Cs+].[Cs+].CB1OB(C)OB(C)O1.O1CCOCC1.